Binary Classification. Given a T-cell receptor sequence (or CDR3 region) and an epitope sequence, predict whether binding occurs between them. From a dataset of TCR-epitope binding with 47,182 pairs between 192 epitopes and 23,139 TCRs. (1) The epitope is HLVDFQVTI. The TCR CDR3 sequence is CAISESAVGFAYEQYF. Result: 0 (the TCR does not bind to the epitope). (2) The epitope is VLAWLYAAV. The TCR CDR3 sequence is CASSQDGTGIGGKLFF. Result: 0 (the TCR does not bind to the epitope). (3) The epitope is YLNTLTLAV. The TCR CDR3 sequence is CASSLGLGVEQFF. Result: 1 (the TCR binds to the epitope). (4) The epitope is QASQEVKNW. The TCR CDR3 sequence is CASTLASAGKETQYF. Result: 0 (the TCR does not bind to the epitope). (5) The epitope is IVTDFSVIK. The TCR CDR3 sequence is CASSYSYGNTGELFF. Result: 1 (the TCR binds to the epitope). (6) The epitope is KLPDDFTGCV. The TCR CDR3 sequence is CASTEGREGYNEQFF. Result: 1 (the TCR binds to the epitope). (7) The epitope is GLCTLVAML. The TCR CDR3 sequence is CASSSHTGGFGYTF. Result: 1 (the TCR binds to the epitope). (8) The epitope is WICLLQFAY. The TCR CDR3 sequence is CASSLGWGETQYF. Result: 0 (the TCR does not bind to the epitope). (9) The epitope is QYDPVAALF. The TCR CDR3 sequence is CASSATGAGTDTQYF. Result: 0 (the TCR does not bind to the epitope).